From a dataset of Full USPTO retrosynthesis dataset with 1.9M reactions from patents (1976-2016). Predict the reactants needed to synthesize the given product. (1) Given the product [CH2:31]([O:30][C:26](=[O:29])/[CH:27]=[CH:28]/[O:1][C@H:2]1[C@H:7]2[CH2:8][C@H:4]([C@@H:5]([C:16]([O:18][CH2:19][C:20]3[CH:21]=[CH:22][CH:23]=[CH:24][CH:25]=3)=[O:17])[N:6]2[C:9]([O:11][C:12]([CH3:15])([CH3:14])[CH3:13])=[O:10])[CH2:3]1)[CH3:32], predict the reactants needed to synthesize it. The reactants are: [OH:1][C@H:2]1[C@H:7]2[CH2:8][C@H:4]([C@@H:5]([C:16]([O:18][CH2:19][C:20]3[CH:25]=[CH:24][CH:23]=[CH:22][CH:21]=3)=[O:17])[N:6]2[C:9]([O:11][C:12]([CH3:15])([CH3:14])[CH3:13])=[O:10])[CH2:3]1.[C:26]([O:30][CH2:31][CH3:32])(=[O:29])[C:27]#[CH:28]. (2) Given the product [O:1]=[C:2]1[CH:20]=[CH:21][N:9]([C:10]2[CH:15]=[CH:14][CH:13]=[C:12]([C:16]([F:17])([F:18])[F:19])[CH:11]=2)[N:8]=[C:3]1[C:4]([O:6][CH3:7])=[O:5], predict the reactants needed to synthesize it. The reactants are: [O:1]=[C:2]([CH3:20])[C:3](=[N:8][NH:9][C:10]1[CH:15]=[CH:14][CH:13]=[C:12]([C:16]([F:19])([F:18])[F:17])[CH:11]=1)[C:4]([O:6][CH3:7])=[O:5].[CH3:21]OC(OC)N(C)C. (3) Given the product [F:52][C:40]1[CH:41]=[C:42]([N:45]2[CH:50]=[CH:49][CH:48]=[CH:47][C:46]2=[O:51])[CH:43]=[CH:44][C:39]=1[NH:38][C:37]([N:8]1[CH2:12][CH2:11][C@H:10]([CH2:13][NH:14][C:15]([C:17]2[O:18][C:19]3[CH:25]=[CH:24][C:23]([Cl:26])=[CH:22][C:20]=3[CH:21]=2)=[O:16])[CH2:9]1)=[O:36], predict the reactants needed to synthesize it. The reactants are: FC(F)(F)C(O)=O.[NH:8]1[CH2:12][CH2:11][C@H:10]([CH2:13][NH:14][C:15]([C:17]2[O:18][C:19]3[CH:25]=[CH:24][C:23]([Cl:26])=[CH:22][C:20]=3[CH:21]=2)=[O:16])[CH2:9]1.[N+](C1C=CC([O:36][C:37](=O)[NH:38][C:39]2[CH:44]=[CH:43][C:42]([N:45]3[CH:50]=[CH:49][CH:48]=[CH:47][C:46]3=[O:51])=[CH:41][C:40]=2[F:52])=CC=1)([O-])=O. (4) Given the product [CH3:1][C:2]1[N:3]([C:7]2[CH:8]=[CH:9][C:10]([NH:13][C:14]3[N:15]=[C:16]([NH:39][CH2:40][CH:41]4[CH2:46][CH2:45][O:44][CH2:43][CH2:42]4)[C:17]4[CH2:23][N:22]([C:24]([O:26][C:27]([CH3:29])([CH3:28])[CH3:30])=[O:25])[CH2:21][CH2:20][C:18]=4[N:19]=3)=[CH:11][CH:12]=2)[CH:4]=[CH:5][N:6]=1, predict the reactants needed to synthesize it. The reactants are: [CH3:1][C:2]1[N:3]([C:7]2[CH:12]=[CH:11][C:10]([NH:13][C:14]3[N:15]=[C:16](OS(C(F)(F)F)(=O)=O)[C:17]4[CH2:23][N:22]([C:24]([O:26][C:27]([CH3:30])([CH3:29])[CH3:28])=[O:25])[CH2:21][CH2:20][C:18]=4[N:19]=3)=[CH:9][CH:8]=2)[CH:4]=[CH:5][N:6]=1.[NH2:39][CH2:40][CH:41]1[CH2:46][CH2:45][O:44][CH2:43][CH2:42]1.